From a dataset of Catalyst prediction with 721,799 reactions and 888 catalyst types from USPTO. Predict which catalyst facilitates the given reaction. (1) Reactant: [N:1]1[CH:6]=[CH:5][CH:4]=[CH:3][C:2]=1[N:7]([CH2:30][CH2:31][C:32]([O:34][CH2:35][CH3:36])=[O:33])[C:8]([C:10]1[CH:29]=[CH:28][C:13]2[N:14]([CH3:27])[C:15]([CH2:17][NH:18][C:19]3[N:24]=[CH:23][C:22]([C:25]#[N:26])=[CH:21][CH:20]=3)=[N:16][C:12]=2[CH:11]=1)=[O:9].[ClH:37].C(=O)([O-])[O-].[NH4+:42].[NH4+]. Product: [ClH:37].[N:1]1[CH:6]=[CH:5][CH:4]=[CH:3][C:2]=1[N:7]([CH2:30][CH2:31][C:32]([O:34][CH2:35][CH3:36])=[O:33])[C:8]([C:10]1[CH:29]=[CH:28][C:13]2[N:14]([CH3:27])[C:15]([CH2:17][NH:18][C:19]3[N:24]=[CH:23][C:22]([C:25](=[NH:42])[NH2:26])=[CH:21][CH:20]=3)=[N:16][C:12]=2[CH:11]=1)=[O:9]. The catalyst class is: 8. (2) Reactant: [CH2:1]([NH2:3])[CH3:2].CS(O[CH2:9][CH2:10][C:11]1[CH:22]=[C:21]([N+:23]([O-:25])=[O:24])[CH:20]=[CH:19][C:12]=1[CH2:13]CS([O-])(=O)=O)(=O)=O.Cl. Product: [CH2:1]([N:3]1[CH2:9][CH2:10][C:11]2[C:12](=[CH:19][CH:20]=[C:21]([N+:23]([O-:25])=[O:24])[CH:22]=2)[CH2:13]1)[CH3:2]. The catalyst class is: 22. (3) Reactant: Cl.[CH3:2][CH:3]([O:5][C:6]1[CH:13]=[CH:12][C:11]([C:14]2[O:18][N:17]=[C:16]([C:19]3[CH:29]=[CH:28][C:22]4[CH2:23][CH2:24][NH:25][CH2:26][CH2:27][C:21]=4[CH:20]=3)[N:15]=2)=[CH:10][C:7]=1[C:8]#[N:9])[CH3:4].Br[CH2:31][C:32]([O:34][C:35]([CH3:38])([CH3:37])[CH3:36])=[O:33].C(=O)([O-])[O-].[K+].[K+]. Product: [C:8]([C:7]1[CH:10]=[C:11]([C:14]2[O:18][N:17]=[C:16]([C:19]3[CH:29]=[CH:28][C:22]4[CH2:23][CH2:24][N:25]([CH2:31][C:32]([O:34][C:35]([CH3:38])([CH3:37])[CH3:36])=[O:33])[CH2:26][CH2:27][C:21]=4[CH:20]=3)[N:15]=2)[CH:12]=[CH:13][C:6]=1[O:5][CH:3]([CH3:2])[CH3:4])#[N:9]. The catalyst class is: 10.